From a dataset of Catalyst prediction with 721,799 reactions and 888 catalyst types from USPTO. Predict which catalyst facilitates the given reaction. Reactant: [OH-].[Li+].[CH:3]1([C@H:9]([NH:14][C:15]([C:17]2[CH:22]=[CH:21][C:20]([C:23]3[S:24][CH:25]=[CH:26][CH:27]=3)=[CH:19][C:18]=2[NH:28][C:29]([NH:31][C:32]2[C:37]([CH3:38])=[CH:36][CH:35]=[CH:34][C:33]=2[CH3:39])=[O:30])=[O:16])[C:10]([O:12]C)=[O:11])[CH2:8][CH2:7][CH2:6][CH2:5][CH2:4]1.CO.O. Product: [CH:3]1([C@H:9]([NH:14][C:15]([C:17]2[CH:22]=[CH:21][C:20]([C:23]3[S:24][CH:25]=[CH:26][CH:27]=3)=[CH:19][C:18]=2[NH:28][C:29]([NH:31][C:32]2[C:37]([CH3:38])=[CH:36][CH:35]=[CH:34][C:33]=2[CH3:39])=[O:30])=[O:16])[C:10]([OH:12])=[O:11])[CH2:4][CH2:5][CH2:6][CH2:7][CH2:8]1. The catalyst class is: 1.